This data is from Catalyst prediction with 721,799 reactions and 888 catalyst types from USPTO. The task is: Predict which catalyst facilitates the given reaction. Reactant: [NH2:1][C:2]1[CH:11]=[CH:10][C:5]([C:6]([O:8][CH3:9])=[O:7])=[CH:4][CH:3]=1.[I:12]N1C(=O)CCC1=O. Product: [NH2:1][C:2]1[CH:3]=[CH:4][C:5]([C:6]([O:8][CH3:9])=[O:7])=[CH:10][C:11]=1[I:12]. The catalyst class is: 42.